Task: Predict the product of the given reaction.. Dataset: Forward reaction prediction with 1.9M reactions from USPTO patents (1976-2016) (1) Given the reactants Br[C:2]1[C:7]2[S:8][CH:9]=[CH:10][C:6]=2[CH:5]=[CH:4][CH:3]=1.[Cl:11][C:12]1[CH:17]=[C:16](B2OC(C)(C)C(C)(C)O2)[CH:15]=[CH:14][N:13]=1.C(=O)([O-])[O-].[Na+].[Na+].C1COCC1, predict the reaction product. The product is: [S:8]1[CH:9]=[CH:10][C:6]2[CH:5]=[CH:4][CH:3]=[C:2]([C:16]3[CH:15]=[CH:14][N:13]=[C:12]([Cl:11])[CH:17]=3)[C:7]1=2. (2) Given the reactants [C:1]([N:8]([CH3:29])[CH:9]1[CH2:14][CH2:13][CH:12]([NH:15][CH2:16][C:17]2[CH:18]=[C:19]([B:26]([OH:28])[OH:27])[CH:20]=[CH:21][C:22]=2[O:23][CH2:24][CH3:25])[CH2:11][CH2:10]1)([O:3][C:4]([CH3:7])([CH3:6])[CH3:5])=[O:2].C(N(CC)CC)C.[Cl:37][C:38]1[C:39]2[CH:49]=[CH:48][CH:47]=[CH:46][C:40]=2[S:41][C:42]=1[C:43](Cl)=[O:44], predict the reaction product. The product is: [C:1]([N:8]([CH3:29])[CH:9]1[CH2:10][CH2:11][CH:12]([N:15]([CH2:16][C:17]2[CH:18]=[C:19]([B:26]([OH:27])[OH:28])[CH:20]=[CH:21][C:22]=2[O:23][CH2:24][CH3:25])[C:43]([C:42]2[S:41][C:40]3[CH:46]=[CH:47][CH:48]=[CH:49][C:39]=3[C:38]=2[Cl:37])=[O:44])[CH2:13][CH2:14]1)([O:3][C:4]([CH3:6])([CH3:7])[CH3:5])=[O:2].